From a dataset of Full USPTO retrosynthesis dataset with 1.9M reactions from patents (1976-2016). Predict the reactants needed to synthesize the given product. (1) Given the product [NH:5]([C:19]1[N:20]=[N:21][C:22]([C:25]2[C:26]([CH2:30][CH2:31][CH3:32])=[N:27][NH:28][CH:29]=2)=[CH:23][N:24]=1)[NH2:6], predict the reactants needed to synthesize it. The reactants are: CS(C1[N:5]=[N:6]C(C2C=CC=CC=2)=CN=1)=O.CS([C:19]1[N:20]=[N:21][C:22]([C:25]2[C:26]([CH2:30][CH2:31][CH3:32])=[N:27][NH:28][CH:29]=2)=[CH:23][N:24]=1)=O. (2) The reactants are: F[B-](F)(F)F.C(N([S+](F)F)CC)C.[Cl:14][C:15]1[N:20]=[CH:19][C:18]([C:21]2([C:28]#[N:29])[CH2:26][CH2:25][C:24](=O)[CH2:23][CH2:22]2)=[CH:17][CH:16]=1.[FH:30].[FH:31].F.C(N(CC)CC)C. Given the product [Cl:14][C:15]1[N:20]=[CH:19][C:18]([C:21]2([C:28]#[N:29])[CH2:26][CH2:25][C:24]([F:31])([F:30])[CH2:23][CH2:22]2)=[CH:17][CH:16]=1, predict the reactants needed to synthesize it. (3) Given the product [CH:33]([C:25]1[CH:26]=[CH:27][CH:28]=[C:29]([CH:30]([CH3:32])[CH3:31])[C:24]=1[N:6]1[C:5](=[O:36])[C:4]2[CH:3]=[C:2]([C:37]3[CH:42]=[CH:41][CH:40]=[CH:39][CH:38]=3)[C:14]3[O:15][C:16]4[C:21]([C:11]5[C:12]=3[C:13]=2[C:8](=[CH:9][C:10]=5[C:53]2[CH:52]=[CH:4][CH:3]=[CH:2][CH:14]=2)[C:7]1=[O:23])=[CH:20][CH:19]=[CH:18][CH:17]=4)([CH3:35])[CH3:34], predict the reactants needed to synthesize it. The reactants are: Br[C:2]1[C:14]2[O:15][C:16]3[C:21]([C:11]4[C:12]=2[C:13]2[C:8](=[CH:9][C:10]=4Br)[C:7](=[O:23])[N:6]([C:24]4[C:29]([CH:30]([CH3:32])[CH3:31])=[CH:28][CH:27]=[CH:26][C:25]=4[CH:33]([CH3:35])[CH3:34])[C:5](=[O:36])[C:4]=2[CH:3]=1)=[CH:20][CH:19]=[CH:18][CH:17]=3.[C:37]1(B(O)O)[CH:42]=[CH:41][CH:40]=[CH:39][CH:38]=1.C([O-])([O-])=O.[Na+].[Na+].[CH3:52][CH2:53]O. (4) Given the product [F:29][C:30]1[CH:35]=[CH:34][C:33]([F:36])=[CH:32][C:31]=1[C:2]1[S:6][C:5]([N:7]2[CH2:12][CH:11]([CH3:13])[N:10]([CH2:14][CH2:15][O:16][C:17]3[CH:18]=[C:19]([CH2:24][C:25]([OH:27])=[O:26])[CH:20]=[CH:21][C:22]=3[CH3:23])[CH:9]([CH3:28])[CH2:8]2)=[N:4][CH:3]=1, predict the reactants needed to synthesize it. The reactants are: Br[C:2]1[S:6][C:5]([N:7]2[CH2:12][CH:11]([CH3:13])[N:10]([CH2:14][CH2:15][O:16][C:17]3[CH:18]=[C:19]([CH2:24][C:25]([OH:27])=[O:26])[CH:20]=[CH:21][C:22]=3[CH3:23])[CH:9]([CH3:28])[CH2:8]2)=[N:4][CH:3]=1.[F:29][C:30]1[CH:35]=[CH:34][C:33]([F:36])=[CH:32][C:31]=1B(O)O.C(=O)([O-])[O-].[Na+].[Na+].CN(C)C=O. (5) Given the product [Cl:29][C:30]1[CH:31]=[CH:35][CH:36]=[C:37]2[C:27]=1[CH2:28][N:24]([C:17]([O:18][C@H:7]1[CH2:6][N:5]([C:9]([O:11][C:12]([CH3:13])([CH3:15])[CH3:14])=[O:10])[C@H:4]([C:3]([O:2][CH3:1])=[O:16])[CH2:8]1)=[O:44])[CH2:25]2, predict the reactants needed to synthesize it. The reactants are: [CH3:1][O:2][C:3](=[O:16])[C@@H:4]1[CH2:8][CH2:7][CH2:6][N:5]1[C:9]([O:11][C:12]([CH3:15])([CH3:14])[CH3:13])=[O:10].[C:17]([N:24]1[CH:28]=[CH:27]N=[CH:25]1)(N1C=CN=C1)=[O:18].[Cl:29][C:30]1C=[CH:37][CH:36]=[C:35]2[C:31]=1CNC2.Cl.CN(C=[O:44])C. (6) Given the product [Br:17][CH:3]1[CH2:4][CH2:5][C:6]2[N:7]=[C:8]([NH:11][C:12]([NH:14][CH2:15][CH3:16])=[O:13])[S:9][C:10]=2[C:2]1=[O:1], predict the reactants needed to synthesize it. The reactants are: [O:1]=[C:2]1[C:10]2[S:9][C:8]([NH:11][C:12]([NH:14][CH2:15][CH3:16])=[O:13])=[N:7][C:6]=2[CH2:5][CH2:4][CH2:3]1.[BrH:17].BrBr.